From a dataset of Forward reaction prediction with 1.9M reactions from USPTO patents (1976-2016). Predict the product of the given reaction. (1) Given the reactants [CH3:1][O:2][C:3](=[O:23])[C@@H:4]([NH:13][C:14](=[O:22])[C:15]1[CH:20]=[CH:19][CH:18]=[CH:17][C:16]=1[OH:21])[CH2:5][C:6]1[CH:11]=[CH:10][C:9]([OH:12])=[CH:8][CH:7]=1.[CH:24]1[CH:29]=[CH:28][C:27]([C:30]2[CH:35]=[CH:34][C:33]([CH2:36]Cl)=[CH:32][CH:31]=2)=[CH:26][CH:25]=1.C([O-])([O-])=O.[K+].[K+], predict the reaction product. The product is: [CH3:1][O:2][C:3](=[O:23])[C@@H:4]([NH:13][C:14](=[O:22])[C:15]1[CH:20]=[CH:19][CH:18]=[CH:17][C:16]=1[O:21][CH2:36][C:33]1[CH:34]=[CH:35][C:30]([C:27]2[CH:26]=[CH:25][CH:24]=[CH:29][CH:28]=2)=[CH:31][CH:32]=1)[CH2:5][C:6]1[CH:7]=[CH:8][C:9]([O:12][CH2:36][C:33]2[CH:34]=[CH:35][C:30]([C:27]3[CH:28]=[CH:29][CH:24]=[CH:25][CH:26]=3)=[CH:31][CH:32]=2)=[CH:10][CH:11]=1. (2) Given the reactants C([O:5][C:6]([CH:8]1[CH2:13][CH2:12][N:11]([C:14]2[C:25]([C:26]#[N:27])=[CH:24][C:17]([C:18]([O:20][CH:21]([CH3:23])[CH3:22])=[O:19])=[C:16]([O:28][CH3:29])[N:15]=2)[CH2:10][CH2:9]1)=[O:7])(C)(C)C, predict the reaction product. The product is: [C:26]([C:25]1[C:14]([N:11]2[CH2:10][CH2:9][CH:8]([C:6]([OH:7])=[O:5])[CH2:13][CH2:12]2)=[N:15][C:16]([O:28][CH3:29])=[C:17]([C:18]([O:20][CH:21]([CH3:22])[CH3:23])=[O:19])[CH:24]=1)#[N:27]. (3) Given the reactants [I:1][C:2]1[CH:8]=[CH:7][C:5]([NH2:6])=[CH:4][CH:3]=1.C(N(CC)CC)C.[C:16]1([S:22](Cl)(=[O:24])=[O:23])[CH:21]=[CH:20][CH:19]=[CH:18][CH:17]=1, predict the reaction product. The product is: [CH:19]1[CH:20]=[CH:21][C:16]([S:22]([NH2:6])(=[O:24])=[O:23])=[CH:17][CH:18]=1.[I:1][C:2]1[CH:8]=[CH:7][CH:5]=[CH:4][CH:3]=1. (4) The product is: [C:9]1([NH:8][C:4](=[O:5])[CH:3]=[C:2]([CH3:7])[CH3:1])[CH:14]=[CH:13][CH:12]=[CH:11][CH:10]=1. Given the reactants [CH3:1][C:2]([CH3:7])=[CH:3][C:4](Cl)=[O:5].[NH2:8][C:9]1[CH:14]=[CH:13][CH:12]=[CH:11][CH:10]=1.C(N(C(C)C)CC)(C)C.C(=O)(O)[O-].[Na+], predict the reaction product. (5) Given the reactants [Br:1][CH:2]([CH3:19])[C:3]([C:5]1[CH:6]=[N:7][N:8]([CH2:10][C:11]2[CH:16]=[CH:15][C:14]([O:17][CH3:18])=[CH:13][CH:12]=2)[CH:9]=1)=O.[I:20][C:21]1[N:26]=[C:25]([NH:27][C:28]([NH2:30])=[S:29])[CH:24]=[CH:23][CH:22]=1, predict the reaction product. The product is: [BrH:1].[CH3:18][O:17][C:14]1[CH:15]=[CH:16][C:11]([CH2:10][N:8]2[CH:9]=[C:5]([C:3]3[N:30]=[C:28]([NH:27][C:25]4[CH:24]=[CH:23][CH:22]=[C:21]([I:20])[N:26]=4)[S:29][C:2]=3[CH3:19])[CH:6]=[N:7]2)=[CH:12][CH:13]=1. (6) Given the reactants [Br:1][C:2]1[S:3][C:4]([NH:32][C:33]([O:35][C:36]([CH3:39])([CH3:38])[CH3:37])=[O:34])=[C:5]([C:7](NC2C=NN(C)C=2N2CC(F)(F)CN([C:24]([O:26][C:27]([CH3:30])(C)C)=[O:25])CC2)=[O:8])[N:6]=1.[CH:40]1([N:43]2[C:47]([N:48]3[CH2:54][C:53]([F:56])([F:55])[CH2:52][N:51]([C:57]([O:59][C:60]([CH3:63])([CH3:62])[CH3:61])=[O:58])[CH2:50][CH2:49]3)=[C:46]([N+:64]([O-])=O)[CH:45]=[N:44]2)[CH2:42][CH2:41]1, predict the reaction product. The product is: [CH3:30][CH2:27][O:26][C:24]([CH3:40])=[O:25].[CH3:4][CH2:5][CH2:63][CH:60]([CH3:61])[CH3:62].[Br:1][C:2]1[S:3][C:4]([NH:32][C:33]([O:35][C:36]([CH3:39])([CH3:38])[CH3:37])=[O:34])=[C:5]([C:7]([NH:64][C:46]2[CH:45]=[N:44][N:43]([CH:40]3[CH2:42][CH2:41]3)[C:47]=2[N:48]2[CH2:54][C:53]([F:56])([F:55])[CH2:52][N:51]([C:57]([O:59][C:60]([CH3:63])([CH3:62])[CH3:61])=[O:58])[CH2:50][CH2:49]2)=[O:8])[N:6]=1. (7) Given the reactants Br[C:2]1[CH:23]=[CH:22][C:5]2[O:6][CH2:7][CH:8](F)[C:9]3[N:10]([N:11]=[C:12]([C:18]([NH2:20])=[O:19])[C:13]=3[C:14]([F:17])([F:16])[F:15])[C:4]=2[CH:3]=1.[C:24]([C@:26]1([OH:33])[CH2:30][CH2:29][N:28]([CH3:31])[C:27]1=[O:32])#[CH:25], predict the reaction product. The product is: [OH:33][C@@:26]1([C:24]#[C:25][C:2]2[CH:23]=[CH:22][C:5]3[O:6][CH2:7][CH2:8][C:9]4[N:10]([N:11]=[C:12]([C:18]([NH2:20])=[O:19])[C:13]=4[C:14]([F:17])([F:16])[F:15])[C:4]=3[CH:3]=2)[CH2:30][CH2:29][N:28]([CH3:31])[C:27]1=[O:32].